Dataset: Full USPTO retrosynthesis dataset with 1.9M reactions from patents (1976-2016). Task: Predict the reactants needed to synthesize the given product. (1) The reactants are: [CH2:1]([O:8][C:9]1[CH:16]=[C:15]([O:17][CH3:18])[CH:14]=[C:13]([OH:19])[C:10]=1[CH:11]=O)[C:2]1[CH:7]=[CH:6][CH:5]=[CH:4][CH:3]=1.C(=O)([O-])[O-].[Cs+].[Cs+].Cl[CH2:27][C:28](=[O:30])[CH3:29].O1C2C=CC=CC=2C=C1. Given the product [CH2:1]([O:8][C:9]1[C:10]2[CH:11]=[C:27]([C:28](=[O:30])[CH3:29])[O:19][C:13]=2[CH:14]=[C:15]([O:17][CH3:18])[CH:16]=1)[C:2]1[CH:7]=[CH:6][CH:5]=[CH:4][CH:3]=1, predict the reactants needed to synthesize it. (2) Given the product [CH:1]1([CH2:4][O:5][CH2:6][CH:7]2[O:12][C:11]3[CH:13]=[CH:14][C:15]([NH2:17])=[CH:16][C:10]=3[O:9][CH2:8]2)[CH2:3][CH2:2]1, predict the reactants needed to synthesize it. The reactants are: [CH:1]1([CH2:4][O:5][CH2:6][CH:7]2[O:12][C:11]3[CH:13]=[CH:14][C:15]([N+:17]([O-])=O)=[CH:16][C:10]=3[O:9][CH2:8]2)[CH2:3][CH2:2]1.S(S([O-])=O)([O-])=O.[Na+].[Na+].[NH4+].[OH-]. (3) Given the product [Cl:1][C:2]1[CH:3]=[CH:4][C:5]([C:8]2[N:9]=[C:10]([CH2:13][CH2:14][NH:15][C:26](=[O:27])[C:25]3[CH:29]=[CH:30][CH:31]=[C:23]([C:20]4[N:19]=[C:18]([C:17]([F:33])([F:32])[F:16])[O:22][N:21]=4)[CH:24]=3)[S:11][CH:12]=2)=[CH:6][CH:7]=1, predict the reactants needed to synthesize it. The reactants are: [Cl:1][C:2]1[CH:7]=[CH:6][C:5]([C:8]2[N:9]=[C:10]([CH2:13][CH2:14][NH2:15])[S:11][CH:12]=2)=[CH:4][CH:3]=1.[F:16][C:17]([F:33])([F:32])[C:18]1[O:22][N:21]=[C:20]([C:23]2[CH:24]=[C:25]([CH:29]=[CH:30][CH:31]=2)[C:26](O)=[O:27])[N:19]=1.